This data is from Full USPTO retrosynthesis dataset with 1.9M reactions from patents (1976-2016). The task is: Predict the reactants needed to synthesize the given product. (1) Given the product [NH2:8][C@@H:9]1[CH2:13][CH2:12][C@H:11]([CH2:14][CH2:15][CH2:16][CH2:17][PH:18](=[O:19])[OH:22])[CH2:10]1, predict the reactants needed to synthesize it. The reactants are: C(OC([NH:8][C@@H:9]1[CH2:13][CH2:12][C@H:11]([CH2:14][CH2:15][CH2:16][CH2:17][PH:18](=[O:22])[O:19]CC)[CH2:10]1)=O)(C)(C)C. (2) The reactants are: [F:1][C:2]1[CH:3]=[CH:4][C:5]([N+:11]([O-:13])=[O:12])=[C:6]([CH:10]=1)[C:7](O)=[O:8].C(Cl)(=O)C(Cl)=O.C[N:21](C=O)C.[NH4+].[OH-]. Given the product [F:1][C:2]1[CH:3]=[CH:4][C:5]([N+:11]([O-:13])=[O:12])=[C:6]([CH:10]=1)[C:7]([NH2:21])=[O:8], predict the reactants needed to synthesize it. (3) Given the product [Cl:1][C:2]1[CH:7]=[CH:6][N:5]=[C:4]2[C:8]([C:11]([NH:13][C@H:14]3[CH2:19][CH2:18][CH2:17][CH2:16][C@@H:15]3[OH:20])=[O:12])=[CH:9][N:10]([CH2:22][C:23]3[CH:28]=[N:27][C:26]([C:29]#[N:30])=[CH:25][CH:24]=3)[C:3]=12, predict the reactants needed to synthesize it. The reactants are: [Cl:1][C:2]1[CH:7]=[CH:6][N:5]=[C:4]2[C:8]([C:11]([NH:13][C@H:14]3[CH2:19][CH2:18][CH2:17][CH2:16][C@@H:15]3[OH:20])=[O:12])=[CH:9][NH:10][C:3]=12.Br[CH2:22][C:23]1[CH:24]=[CH:25][C:26]([C:29]#[N:30])=[N:27][CH:28]=1.C(=O)([O-])[O-].[Cs+].[Cs+]. (4) Given the product [F:1][C:2]1[CH:7]=[C:6]([O:8][CH2:9][C:10]2[CH:15]=[CH:14][C:13]([CH2:16][N:17]([CH2:29][CH2:30][C:31]3[CH:32]=[CH:33][CH:34]=[CH:35][CH:36]=3)[C:18]3[S:19][CH:20]=[C:21]([C:23]4[CH:28]=[CH:27][CH:26]=[CH:25][CH:24]=4)[N:22]=3)=[CH:12][CH:11]=2)[CH:5]=[C:4]([F:37])[C:3]=1[CH2:38][CH2:39][C:40]([OH:42])=[O:41], predict the reactants needed to synthesize it. The reactants are: [F:1][C:2]1[CH:7]=[C:6]([O:8][CH2:9][C:10]2[CH:15]=[CH:14][C:13]([CH2:16][N:17]([CH2:29][CH2:30][C:31]3[CH:36]=[CH:35][CH:34]=[CH:33][CH:32]=3)[C:18]3[S:19][CH:20]=[C:21]([C:23]4[CH:28]=[CH:27][CH:26]=[CH:25][CH:24]=4)[N:22]=3)=[CH:12][CH:11]=2)[CH:5]=[C:4]([F:37])[C:3]=1[CH2:38][CH2:39][C:40]([O:42]CC)=[O:41].[OH-].[K+].